From a dataset of Full USPTO retrosynthesis dataset with 1.9M reactions from patents (1976-2016). Predict the reactants needed to synthesize the given product. Given the product [CH3:1][C:2]([NH:10][C:11](=[O:13])[CH3:12])([C:4]1[CH:9]=[CH:8][CH:7]=[CH:6][CH:5]=1)[CH3:3], predict the reactants needed to synthesize it. The reactants are: [CH3:1][C:2]([NH2:10])([C:4]1[CH:9]=[CH:8][CH:7]=[CH:6][CH:5]=1)[CH3:3].[C:11](O)(=[O:13])[CH3:12].C1C=CC2N(O)N=NC=2C=1.C(Cl)CCl.